Predict the reactants needed to synthesize the given product. From a dataset of Full USPTO retrosynthesis dataset with 1.9M reactions from patents (1976-2016). (1) Given the product [N:1]1([C:11]2[C:12]([CH2:17][NH:18][CH2:9][C:10]3[C:5]([CH3:6])=[CH:4][C:29]([CH3:31])=[CH:2][N:1]=3)=[N:13][CH:14]=[CH:15][CH:16]=2)[C:10]2[C:5](=[CH:6][CH:7]=[CH:8][CH:9]=2)[CH2:4][CH2:3][CH2:2]1, predict the reactants needed to synthesize it. The reactants are: [N:1]1([C:11]2[C:12]([CH2:17][NH2:18])=[N:13][CH:14]=[CH:15][CH:16]=2)[C:10]2[C:5](=[CH:6][CH:7]=[CH:8][CH:9]=2)[CH2:4][CH2:3][CH2:2]1.[BH-](O[C:29]([CH3:31])=O)(OC(C)=O)OC(C)=O.[Na+]. (2) Given the product [Cl:15][C:6]([Cl:5])([Cl:14])[C:7]([C:9]1[NH:10][CH:11]=[C:12]([N+:1]([O-:4])=[O:2])[CH:13]=1)=[O:8], predict the reactants needed to synthesize it. The reactants are: [N+:1]([O-:4])(O)=[O:2].[Cl:5][C:6]([Cl:15])([Cl:14])[C:7]([C:9]1[NH:10][CH:11]=[CH:12][CH:13]=1)=[O:8]. (3) The reactants are: C([O:4][C:5]1[CH:10]=[CH:9][C:8]([C:11]2[O:15][C:14]([CH:16]([O:29][Si](C(C)(C)C)(C)C)[CH2:17][CH2:18][CH2:19][CH2:20][CH2:21][CH2:22][C:23]3[CH:28]=[CH:27][CH:26]=[CH:25][CH:24]=3)=[N:13][CH:12]=2)=[CH:7][CH:6]=1)(=O)C.[Si](OC(C1OC([Sn](CCCC)(CCCC)CCCC)=CN=1)CCCCCCC1C=CC=CC=1)(C(C)(C)C)(C)C.C(OC1C=CC(I)=CC=1)(=O)C. Given the product [OH:4][C:5]1[CH:6]=[CH:7][C:8]([C:11]2[O:15][C:14]([C:16](=[O:29])[CH2:17][CH2:18][CH2:19][CH2:20][CH2:21][CH2:22][C:23]3[CH:24]=[CH:25][CH:26]=[CH:27][CH:28]=3)=[N:13][CH:12]=2)=[CH:9][CH:10]=1, predict the reactants needed to synthesize it. (4) The reactants are: [O:1]1[CH:5]=[CH:4][CH:3]=[C:2]1[C:6]1[CH:13]=[CH:12][C:9]([C:10]#[N:11])=[CH:8][N:7]=1.[Br:14]N1C(=O)CCC1=O.O. Given the product [Br:14][C:5]1[O:1][C:2]([C:6]2[CH:13]=[CH:12][C:9]([C:10]#[N:11])=[CH:8][N:7]=2)=[CH:3][CH:4]=1, predict the reactants needed to synthesize it.